This data is from Forward reaction prediction with 1.9M reactions from USPTO patents (1976-2016). The task is: Predict the product of the given reaction. (1) Given the reactants [H-].[Na+].[H][H].[C:5]([O:14][CH2:15][CH:16]=[CH2:17])(=[O:13])[CH2:6][C:7]([O:9][CH2:10][CH:11]=[CH2:12])=[O:8].Br[CH2:19][CH2:20][C:21]1[CH:28]=[CH:27][C:24]([C:25]#[N:26])=[CH:23][CH:22]=1.[Cl-].[NH4+], predict the reaction product. The product is: [C:25]([C:24]1[CH:27]=[CH:28][C:21]([CH2:20][CH2:19][CH:6]([C:7]([O:9][CH2:10][CH:11]=[CH2:12])=[O:8])[C:5]([O:14][CH2:15][CH:16]=[CH2:17])=[O:13])=[CH:22][CH:23]=1)#[N:26]. (2) Given the reactants [C:1]([C:4]1[C:22](=[O:23])[C@@:8]2([CH3:24])[C:9]3[C:15]([OH:16])=[CH:14][C:13]([O:17][CH3:18])=[C:12]([C:19]([NH2:21])=[O:20])[C:10]=3[O:11][C:7]2=[CH:6][C:5]=1[OH:25])(=[O:3])[CH3:2].[CH3:26][C:27]1[C:34]([CH3:35])=[C:33]([O:36][CH2:37][C:38]#[C:39][CH2:40][CH3:41])[C:32]([CH3:42])=[C:31]([CH3:43])[C:28]=1[CH:29]=O.C([SiH](CC)CC)C.FC(F)(F)C(O)=O, predict the reaction product. The product is: [C:1]([C:4]1[C:22](=[O:23])[C@@:8]2([CH3:24])[C:9]3[C:15]([OH:16])=[CH:14][C:13]([O:17][CH3:18])=[C:12]([C:19]([NH:21][CH2:29][C:28]4[C:27]([CH3:26])=[C:34]([CH3:35])[C:33]([O:36][CH2:37][C:38]#[C:39][CH2:40][CH3:41])=[C:32]([CH3:42])[C:31]=4[CH3:43])=[O:20])[C:10]=3[O:11][C:7]2=[CH:6][C:5]=1[OH:25])(=[O:3])[CH3:2]. (3) Given the reactants [NH2:1][C:2]1[CH:3]=[C:4]([CH:9]=[C:10]([Br:12])[CH:11]=1)[C:5]([O:7][CH3:8])=[O:6].O[CH2:14][CH:15]([CH2:17]O)O.S(=O)(=O)(O)O.[N+]([C:27]1C=C(S([O-])(=O)=O)C=CC=1)([O-])=O.[Na+], predict the reaction product. The product is: [CH2:8]([O:7][C:5]([C:4]1[CH:3]=[C:2]2[C:11]([CH:14]=[CH:15][CH:17]=[N:1]2)=[C:10]([Br:12])[CH:9]=1)=[O:6])[CH3:27]. (4) Given the reactants C([Si]([O:8][C:9]1[CH:14]=[C:13]([Cl:15])[CH:12]=[C:11]([Cl:16])[CH:10]=1)(C)C)(C)(C)C.[Li]C(CC)C.CN([CH:25]=[O:26])C.Cl, predict the reaction product. The product is: [Cl:16][C:11]1[CH:10]=[C:9]([OH:8])[CH:14]=[C:13]([Cl:15])[C:12]=1[CH:25]=[O:26]. (5) Given the reactants [CH3:1][O:2][CH2:3][CH2:4][NH:5][CH3:6].C(=O)([O-])[O-].[K+].[K+].Cl[C:14]1[C:19]([Cl:20])=[CH:18][N:17]=[C:16]([NH:21][C:22]2[CH:27]=[CH:26][CH:25]=[CH:24][CH:23]=2)[N:15]=1.O, predict the reaction product. The product is: [Cl:20][C:19]1[C:14]([N:5]([CH2:4][CH2:3][O:2][CH3:1])[CH3:6])=[N:15][C:16]([NH:21][C:22]2[CH:27]=[CH:26][CH:25]=[CH:24][CH:23]=2)=[N:17][CH:18]=1.